Dataset: Reaction yield outcomes from USPTO patents with 853,638 reactions. Task: Predict the reaction yield, written as a fraction of the theoretical maximum amount of product (1.0 means a 100% yield; for example, 0.34 means a 34% yield). (1) The reactants are [CH3:1][N:2]([S:21]([C:24]1[S:25][CH:26]=[CH:27][CH:28]=1)(=[O:23])=[O:22])[C:3]1[CH:4]=[CH:5][CH:6]=[C:7]2[C:11]=1[NH:10][C:9]([C:12]1[S:13][CH:14]([CH2:17][C:18]([OH:20])=O)[CH2:15][N:16]=1)=[CH:8]2.N1(O)C2C=CC=CC=2N=N1.Cl.CN(C)CCCN=C=NCC.C(N(C(C)C)C(C)C)C.[NH:60]1[CH2:65][CH2:64][O:63][CH2:62][CH2:61]1. The catalyst is CN(C)C=O.O. The product is [CH3:1][N:2]([C:3]1[CH:4]=[CH:5][CH:6]=[C:7]2[C:11]=1[NH:10][C:9]([C:12]1[S:13][CH:14]([CH2:17][C:18]([N:60]3[CH2:65][CH2:64][O:63][CH2:62][CH2:61]3)=[O:20])[CH2:15][N:16]=1)=[CH:8]2)[S:21]([C:24]1[S:25][CH:26]=[CH:27][CH:28]=1)(=[O:22])=[O:23]. The yield is 0.570. (2) The reactants are [Cl:1][C:2]1[CH:9]=[CH:8][C:5]([CH:6]=O)=[C:4]([CH3:10])[CH:3]=1.C(O)(=O)C.[N+:15]([CH3:18])([O-:17])=[O:16]. The catalyst is O. The product is [Cl:1][C:2]1[CH:9]=[CH:8][C:5](/[CH:6]=[CH:18]/[N+:15]([O-:17])=[O:16])=[C:4]([CH3:10])[CH:3]=1. The yield is 0.650.